Dataset: Full USPTO retrosynthesis dataset with 1.9M reactions from patents (1976-2016). Task: Predict the reactants needed to synthesize the given product. (1) The reactants are: Cl[C:2]1[C:11]2[C:6](=[CH:7][C:8](OCCC3CCN(C(OC(C)(C)C)=O)CC3)=[C:9](OC)[CH:10]=2)[N:5]=[CH:4][N:3]=1.BrC1C=CC(N)=C(F)C=1.Cl. Given the product [NH3:3].[N:5]1[C:6]2[C:11](=[CH:10][CH:9]=[CH:8][CH:7]=2)[CH:2]=[N:3][CH:4]=1, predict the reactants needed to synthesize it. (2) Given the product [C:19]([CH2:18][CH2:17][C:4]1[C:3]2[C:7](=[CH:8][C:9]([I:11])=[CH:10][C:2]=2[I:1])[NH:6][C:5]=1[C:12]([OH:14])=[O:13])([OH:21])=[O:20], predict the reactants needed to synthesize it. The reactants are: [I:1][C:2]1[CH:10]=[C:9]([I:11])[CH:8]=[C:7]2[C:3]=1[C:4]([CH2:17][CH2:18][C:19]([O:21]CC)=[O:20])=[C:5]([C:12]([O:14]CC)=[O:13])[NH:6]2.O.O.O.[OH-].[Li+]. (3) Given the product [N:1]1[CH:6]=[CH:5][CH:4]=[C:3]([CH2:7][NH:16][CH:17]2[CH2:18][CH2:19][CH:20]([C:23]([O:25][CH3:26])=[O:24])[CH2:21][CH2:22]2)[CH:2]=1, predict the reactants needed to synthesize it. The reactants are: [N:1]1[CH:6]=[CH:5][CH:4]=[C:3]([CH:7]=O)[CH:2]=1.C(N(CC)CC)C.[NH2:16][CH:17]1[CH2:22][CH2:21][CH:20]([C:23]([O:25][CH3:26])=[O:24])[CH2:19][CH2:18]1. (4) The reactants are: Cl.[NH2:2][OH:3].[OH2:4].[C:5]([O:9][C:10](O[C:10]([O:9][C:5]([CH3:8])([CH3:7])[CH3:6])=[O:11])=[O:11])([CH3:8])([CH3:7])[CH3:6].C(N(CC)CC)C.CCCCCCC.[CH3:34][C:35]([O:38][CH3:39])([CH3:37])[CH3:36]. Given the product [C:10](=[O:11])([O:9][C:5]([CH3:8])([CH3:7])[CH3:6])[O:3][NH:2][C:39]([O:38][C:35]([CH3:37])([CH3:36])[CH3:34])=[O:4], predict the reactants needed to synthesize it. (5) Given the product [CH3:7][O:8][C:9]1[N:10]=[C:21]([OH:22])[CH:20]=[C:12]([C:13]2[CH:18]=[CH:17][CH:16]=[CH:15][CH:14]=2)[N:11]=1, predict the reactants needed to synthesize it. The reactants are: [Na].S(O)(O)(=O)=O.[CH3:7][O:8][C:9](=[NH:11])[NH2:10].[C:12]([CH2:20][C:21](OCC)=[O:22])(=O)[C:13]1[CH:18]=[CH:17][CH:16]=[CH:15][CH:14]=1.